Dataset: NCI-60 drug combinations with 297,098 pairs across 59 cell lines. Task: Regression. Given two drug SMILES strings and cell line genomic features, predict the synergy score measuring deviation from expected non-interaction effect. (1) Drug 1: C1CC(C1)(C2=CC=C(C=C2)C3=C(C=C4C(=N3)C=CN5C4=NNC5=O)C6=CC=CC=C6)N. Drug 2: C1=CC(=C(C=C1I)F)NC2=C(C=CC(=C2F)F)C(=O)NOCC(CO)O. Cell line: NCI-H460. Synergy scores: CSS=44.8, Synergy_ZIP=9.78, Synergy_Bliss=12.3, Synergy_Loewe=18.8, Synergy_HSA=19.4. (2) Synergy scores: CSS=41.5, Synergy_ZIP=4.97, Synergy_Bliss=4.46, Synergy_Loewe=6.73, Synergy_HSA=8.98. Drug 2: CC1OCC2C(O1)C(C(C(O2)OC3C4COC(=O)C4C(C5=CC6=C(C=C35)OCO6)C7=CC(=C(C(=C7)OC)O)OC)O)O. Drug 1: COC1=C(C=C2C(=C1)N=CN=C2NC3=CC(=C(C=C3)F)Cl)OCCCN4CCOCC4. Cell line: HT29. (3) Drug 1: CC1=C(C=C(C=C1)NC(=O)C2=CC=C(C=C2)CN3CCN(CC3)C)NC4=NC=CC(=N4)C5=CN=CC=C5. Drug 2: CC1C(C(CC(O1)OC2CC(OC(C2O)C)OC3=CC4=CC5=C(C(=O)C(C(C5)C(C(=O)C(C(C)O)O)OC)OC6CC(C(C(O6)C)O)OC7CC(C(C(O7)C)O)OC8CC(C(C(O8)C)O)(C)O)C(=C4C(=C3C)O)O)O)O. Cell line: HOP-62. Synergy scores: CSS=42.4, Synergy_ZIP=0.891, Synergy_Bliss=-4.77, Synergy_Loewe=-32.6, Synergy_HSA=-6.75. (4) Drug 1: CS(=O)(=O)C1=CC(=C(C=C1)C(=O)NC2=CC(=C(C=C2)Cl)C3=CC=CC=N3)Cl. Drug 2: CS(=O)(=O)OCCCCOS(=O)(=O)C. Cell line: MDA-MB-231. Synergy scores: CSS=13.0, Synergy_ZIP=-3.18, Synergy_Bliss=-3.02, Synergy_Loewe=-4.15, Synergy_HSA=-3.70. (5) Drug 1: C1CC(C1)(C(=O)O)C(=O)O.[NH2-].[NH2-].[Pt+2]. Drug 2: CC1=C(C(=CC=C1)Cl)NC(=O)C2=CN=C(S2)NC3=CC(=NC(=N3)C)N4CCN(CC4)CCO. Cell line: 786-0. Synergy scores: CSS=8.03, Synergy_ZIP=-2.83, Synergy_Bliss=2.54, Synergy_Loewe=1.02, Synergy_HSA=1.22. (6) Drug 1: C1=CC=C(C=C1)NC(=O)CCCCCCC(=O)NO. Drug 2: C(CC(=O)O)C(=O)CN.Cl. Cell line: HOP-62. Synergy scores: CSS=26.7, Synergy_ZIP=-4.81, Synergy_Bliss=-1.09, Synergy_Loewe=-1.87, Synergy_HSA=-2.57. (7) Drug 1: CC1C(C(CC(O1)OC2CC(CC3=C2C(=C4C(=C3O)C(=O)C5=C(C4=O)C(=CC=C5)OC)O)(C(=O)C)O)N)O.Cl. Drug 2: CN(C(=O)NC(C=O)C(C(C(CO)O)O)O)N=O. Cell line: DU-145. Synergy scores: CSS=19.3, Synergy_ZIP=-4.41, Synergy_Bliss=0.0409, Synergy_Loewe=0.0514, Synergy_HSA=-0.329.